From a dataset of Forward reaction prediction with 1.9M reactions from USPTO patents (1976-2016). Predict the product of the given reaction. (1) The product is: [Cl:35][C:32]1[CH:33]=[C:34]2[NH:6][C:7](=[O:36])[C:8]3([CH:13]([C:14]4[CH:19]=[CH:18][CH:17]=[C:16]([Cl:20])[CH:15]=4)[CH2:12][C:11](=[O:21])[NH:10][CH:9]3[C:22]3[CH:27]=[CH:26][CH:25]=[C:24]([F:28])[CH:23]=3)[C:29]2=[CH:30][CH:31]=1. Given the reactants C(OC([N:6]1[C:34]2[C:29](=[CH:30][CH:31]=[C:32]([Cl:35])[CH:33]=2)[C:8]2([CH:13]([C:14]3[CH:19]=[CH:18][CH:17]=[C:16]([Cl:20])[CH:15]=3)[CH2:12][C:11](=[O:21])[NH:10][CH:9]2[C:22]2[CH:27]=[CH:26][CH:25]=[C:24]([F:28])[CH:23]=2)[C:7]1=[O:36])=O)C.[OH-].[Na+], predict the reaction product. (2) Given the reactants [NH2:1][C:2]1[CH:7]=[CH:6][C:5]([S:8][C:9]2[C:18]3[C:13](=[CH:14][CH:15]=[CH:16][CH:17]=3)[NH:12]/[C:11](=[C:19]3/[C:20]([CH2:25][CH2:26][CH3:27])=[N:21][NH:22][C:23]/3=[O:24])/[CH:10]=2)=[CH:4][CH:3]=1.[CH3:28][N:29]([CH3:36])[CH2:30][CH2:31][CH2:32][C:33](Cl)=[O:34], predict the reaction product. The product is: [CH3:28][N:29]([CH3:36])[CH2:30][CH2:31][CH2:32][C:33]([NH:1][C:2]1[CH:3]=[CH:4][C:5]([S:8][C:9]2[C:18]3[C:13](=[CH:14][CH:15]=[CH:16][CH:17]=3)[NH:12]/[C:11](=[C:19]3/[C:20]([CH2:25][CH2:26][CH3:27])=[N:21][NH:22][C:23]/3=[O:24])/[CH:10]=2)=[CH:6][CH:7]=1)=[O:34]. (3) Given the reactants [Br:1][C:2]1[CH:3]=[C:4]2[C:8](=[N:9][CH:10]=1)[NH:7][CH:6]=[CH:5]2.[F:11][C:12]1[CH:17]=[CH:16][C:15]([NH:18][S:19]([CH2:22][CH2:23][CH3:24])(=[O:21])=[O:20])=[CH:14][C:13]=1[CH:25]=[O:26].[OH-].[K+].Cl, predict the reaction product. The product is: [Br:1][C:2]1[CH:3]=[C:4]2[C:5]([CH:25]([OH:26])[C:13]3[CH:14]=[C:15]([NH:18][S:19]([CH2:22][CH2:23][CH3:24])(=[O:21])=[O:20])[CH:16]=[CH:17][C:12]=3[F:11])=[CH:6][NH:7][C:8]2=[N:9][CH:10]=1. (4) Given the reactants [C:1]([Cl:4])(Cl)=[O:2].C(N(C(C)C)CC)(C)C.[F:14][C:15]([F:44])([F:43])[C:16]1[CH:17]=[C:18]([CH:36]=[C:37]([C:39]([F:42])([F:41])[F:40])[CH:38]=1)[CH2:19][N:20]([CH:24]1[CH2:30][CH2:29][CH2:28][NH:27][C:26]2[CH:31]=[C:32]([Cl:35])[CH:33]=[CH:34][C:25]1=2)[C:21](=[O:23])[CH3:22], predict the reaction product. The product is: [C:21]([N:20]([CH2:19][C:18]1[CH:36]=[C:37]([C:39]([F:40])([F:41])[F:42])[CH:38]=[C:16]([C:15]([F:14])([F:44])[F:43])[CH:17]=1)[CH:24]1[CH2:30][CH2:29][CH2:28][N:27]([C:1]([Cl:4])=[O:2])[C:26]2[CH:31]=[C:32]([Cl:35])[CH:33]=[CH:34][C:25]1=2)(=[O:23])[CH3:22].